Regression. Given a peptide amino acid sequence and an MHC pseudo amino acid sequence, predict their binding affinity value. This is MHC class II binding data. From a dataset of Peptide-MHC class II binding affinity with 134,281 pairs from IEDB. The peptide sequence is GHKARVLAEAMSQVTN. The MHC is DRB1_0101 with pseudo-sequence DRB1_0101. The binding affinity (normalized) is 0.149.